From a dataset of Reaction yield outcomes from USPTO patents with 853,638 reactions. Predict the reaction yield, written as a fraction of the theoretical maximum amount of product (1.0 means a 100% yield; for example, 0.34 means a 34% yield). (1) The reactants are [C:1]([OH:9])(=[O:8])[C:2]1[CH:7]=[CH:6][CH:5]=[CH:4][CH:3]=1.Cl[C:11]1[CH:16]=[CH:15][CH:14]=[CH:13][CH:12]=1.C(P([C:22]12[CH2:31][CH:26]3CC(C[CH:24]([CH2:25]3)[CH2:23]1)C2)[C:22]12[CH2:31][CH:26]3CC(C[CH:24]([CH2:25]3)[CH2:23]1)C2)CCC. The catalyst is C([O-])(=O)C.[Pd+2].C([O-])(=O)C.CN(C=O)C. The product is [C:11]1([C:3]2[CH:4]=[CH:5][CH:6]=[CH:7][C:2]=2[C:1]([OH:9])=[O:8])[CH:16]=[CH:15][CH:14]=[CH:13][CH:12]=1.[C:11]1([C:3]2[CH:4]=[CH:5][CH:6]=[C:7]([C:22]3[CH:31]=[CH:26][CH:25]=[CH:24][CH:23]=3)[C:2]=2[C:1]([OH:9])=[O:8])[CH:16]=[CH:15][CH:14]=[CH:13][CH:12]=1. The yield is 0.100. (2) The catalyst is ClCCl. The yield is 0.680. The product is [O:28]=[C:23]1[CH2:24][CH2:25][C:26](=[O:27])[N:22]1[O:14][C:13]([C:12]1[C:3]([O:2][CH3:1])=[C:4]2[C:9](=[C:10]([O:18][CH3:19])[C:11]=1[O:16][CH3:17])[CH:8]1[CH2:20][CH:5]2[CH:6]=[CH:7]1)=[O:15]. The reactants are [CH3:1][O:2][C:3]1[C:12]([C:13]([OH:15])=[O:14])=[C:11]([O:16][CH3:17])[C:10]([O:18][CH3:19])=[C:9]2[C:4]=1[CH:5]1[CH2:20][CH:8]2[CH:7]=[CH:6]1.O[N:22]1[C:26](=[O:27])[CH2:25][CH2:24][C:23]1=[O:28].Cl.CN(C)CCCN=C=NCC. (3) The reactants are I[C:2]1[CH:12]=[CH:11][C:5]([C:6]([O:8][CH2:9][CH3:10])=[O:7])=[CH:4][CH:3]=1.C([Mg]Cl)(C)C.[CH3:18][C:19]1([CH3:26])[CH2:22][CH:21]([C:23](Cl)=[O:24])[CH2:20]1. The catalyst is O1CCCC1.Cl.[Cu](I)I. The yield is 0.740. The product is [CH3:18][C:19]1([CH3:26])[CH2:22][CH:21]([C:23]([C:2]2[CH:12]=[CH:11][C:5]([C:6]([O:8][CH2:9][CH3:10])=[O:7])=[CH:4][CH:3]=2)=[O:24])[CH2:20]1. (4) The catalyst is CN(C=O)C.CCOC(C)=O. The reactants are [N:1]([CH:4]1[CH2:9][CH2:8][N:7]([C:10]([O:12][CH2:13][C:14]2[CH:19]=[CH:18][CH:17]=[CH:16][CH:15]=2)=[O:11])[CH2:6][CH:5]1OS(C)(=O)=O)=[N+:2]=[N-:3].[N-:25]=[N+:26]=[N-:27].[Na+]. The yield is 0.620. The product is [N:25]([CH:5]1[CH:4]([N:1]=[N+:2]=[N-:3])[CH2:9][CH2:8][N:7]([C:10]([O:12][CH2:13][C:14]2[CH:19]=[CH:18][CH:17]=[CH:16][CH:15]=2)=[O:11])[CH2:6]1)=[N+:26]=[N-:27]. (5) The reactants are [Br:1][C:2]1[O:6][C:5]([C:7](=O)[CH2:8][C:9](=O)[C:10]([F:13])([F:12])[F:11])=[CH:4][CH:3]=1.[NH:16]([CH2:18][C:19]([O:21][CH2:22][CH3:23])=[O:20])[NH2:17]. The catalyst is CO. The product is [Br:1][C:2]1[O:6][C:5]([C:7]2[N:16]([CH2:18][C:19]([O:21][CH2:22][CH3:23])=[O:20])[N:17]=[C:9]([C:10]([F:13])([F:12])[F:11])[CH:8]=2)=[CH:4][CH:3]=1. The yield is 0.240. (6) No catalyst specified. The product is [CH2:25]([S:26]([N:1]1[CH2:5][CH2:4][C@H:3]([N:6]2[CH:10]=[C:9]([O:11][C:12]3[N:13]=[C:14]([OH:22])[C:15]4[CH:21]=[CH:20][N:19]=[CH:18][C:16]=4[N:17]=3)[CH:8]=[N:7]2)[CH2:2]1)(=[O:28])=[O:27])[CH3:24]. The reactants are [NH:1]1[CH2:5][CH2:4][C@H:3]([N:6]2[CH:10]=[C:9]([O:11][C:12]3[N:13]=[C:14]([OH:22])[C:15]4[CH:21]=[CH:20][N:19]=[CH:18][C:16]=4[N:17]=3)[CH:8]=[N:7]2)[CH2:2]1.Cl[CH2:24][CH2:25][S:26](CCCl)(=[O:28])=[O:27]. The yield is 0.200.